Dataset: Peptide-MHC class II binding affinity with 134,281 pairs from IEDB. Task: Regression. Given a peptide amino acid sequence and an MHC pseudo amino acid sequence, predict their binding affinity value. This is MHC class II binding data. (1) The peptide sequence is YDKFLANVSTVLRGK. The MHC is DRB1_1602 with pseudo-sequence DRB1_1602. The binding affinity (normalized) is 0.792. (2) The peptide sequence is KAVEAYLVAHPDLYK. The MHC is DRB1_0405 with pseudo-sequence DRB1_0405. The binding affinity (normalized) is 0.350. (3) The binding affinity (normalized) is 0.373. The peptide sequence is SPDLELSWNLNGLQAY. The MHC is DRB1_0802 with pseudo-sequence DRB1_0802. (4) The binding affinity (normalized) is 0.125. The MHC is HLA-DQA10301-DQB10302 with pseudo-sequence HLA-DQA10301-DQB10302. The peptide sequence is SGSEAYQGVQQKWDA. (5) The peptide sequence is AFILDHDNLFPKV. The MHC is DRB1_0401 with pseudo-sequence DRB1_0401. The binding affinity (normalized) is 0.795.